From a dataset of Reaction yield outcomes from USPTO patents with 853,638 reactions. Predict the reaction yield, written as a fraction of the theoretical maximum amount of product (1.0 means a 100% yield; for example, 0.34 means a 34% yield). (1) The reactants are [F:1][C:2]1[CH:3]=[C:4]([CH:8]=[CH:9][C:10]=1[N+:11]([O-:13])=[O:12])[C:5](O)=[O:6].Cl.[CH3:15][N:16](C)CCCN=C=NCC.CN. The catalyst is C(Cl)Cl.CO. The product is [CH3:15][NH:16][C:5](=[O:6])[C:4]1[CH:8]=[CH:9][C:10]([N+:11]([O-:13])=[O:12])=[C:2]([F:1])[CH:3]=1. The yield is 0.960. (2) The reactants are Cl[C:2]1[CH:7]=[C:6](Cl)[N:5]=[C:4]([CH3:9])[N:3]=1.[NH2:10][C:11]1[CH:12]=[C:13]([OH:21])[CH:14]=[C:15]([C:17]([F:20])([F:19])[F:18])[CH:16]=1. No catalyst specified. The product is [CH3:9][C:4]1[N:5]=[C:6]([NH:10][C:11]2[CH:16]=[C:15]([C:17]([F:18])([F:19])[F:20])[CH:14]=[C:13]([OH:21])[CH:12]=2)[CH:7]=[C:2]([NH:10][C:11]2[CH:16]=[C:15]([C:17]([F:18])([F:19])[F:20])[CH:14]=[C:13]([OH:21])[CH:12]=2)[N:3]=1. The yield is 0.430. (3) The reactants are [CH3:1][N:2]1[C:10]2[C:5](=[CH:6][CH:7]=[CH:8][CH:9]=2)[C:4]([CH2:11][C:12]2[C:13](=[O:19])[NH:14][C:15](=[S:18])[NH:16][CH:17]=2)=[CH:3]1.[Cl:20][C:21]1[CH:37]=[CH:36][C:24]([O:25][C:26]2[CH:33]=[CH:32][C:31]([CH2:34]Cl)=[CH:30][C:27]=2[C:28]#[N:29])=[CH:23][C:22]=1[C:38]([F:41])([F:40])[F:39].CCN(C(C)C)C(C)C. The catalyst is C(Cl)(Cl)Cl. The product is [Cl:20][C:21]1[CH:37]=[CH:36][C:24]([O:25][C:26]2[CH:33]=[CH:32][C:31]([CH2:34][S:18][C:15]3[NH:16][CH:17]=[C:12]([CH2:11][C:4]4[C:5]5[C:10](=[CH:9][CH:8]=[CH:7][CH:6]=5)[N:2]([CH3:1])[CH:3]=4)[C:13](=[O:19])[N:14]=3)=[CH:30][C:27]=2[C:28]#[N:29])=[CH:23][C:22]=1[C:38]([F:39])([F:40])[F:41]. The yield is 0.710. (4) The reactants are [F:1][C:2]1[CH:3]=[CH:4][C:5]([N+:17]([O-])=O)=[C:6]([CH:16]=1)[O:7][CH2:8]/[CH:9]=[CH:10]/[C:11]([O:13][CH2:14][CH3:15])=[O:12]. The catalyst is CC(O)=O.[Fe]. The product is [F:1][C:2]1[CH:3]=[CH:4][C:5]2[NH:17][CH:9]([CH2:10][C:11]([O:13][CH2:14][CH3:15])=[O:12])[CH2:8][O:7][C:6]=2[CH:16]=1. The yield is 0.880. (5) The reactants are [F:1][C:2]([F:13])([F:12])[C:3]1[N:8]=[C:7]([C:9](=[S:11])[NH2:10])[CH:6]=[CH:5][CH:4]=1.Br[CH2:15][C:16](=O)[C:17]([O:19][CH2:20][CH3:21])=[O:18]. The catalyst is CCO. The product is [CH2:20]([O:19][C:17]([C:16]1[N:10]=[C:9]([C:7]2[CH:6]=[CH:5][CH:4]=[C:3]([C:2]([F:1])([F:12])[F:13])[N:8]=2)[S:11][CH:15]=1)=[O:18])[CH3:21]. The yield is 0.880. (6) The reactants are Cl[C:2]1[N:10]2[C:6](=[N:7][C:8]3[CH:14]=[CH:13][CH:12]=[CH:11][C:9]=32)[C:5]([C:15]#[N:16])=[C:4]([CH3:17])[C:3]=1[C:18]1[CH:23]=[CH:22][CH:21]=[CH:20][CH:19]=1.C(N(CC)CC)C.[NH:31]1[CH2:36][CH2:35][NH:34][CH2:33][CH2:32]1.O. The catalyst is CS(C)=O. The product is [CH3:17][C:4]1[C:3]([C:18]2[CH:23]=[CH:22][CH:21]=[CH:20][CH:19]=2)=[C:2]([N:31]2[CH2:36][CH2:35][NH:34][CH2:33][CH2:32]2)[N:10]2[C:6](=[N:7][C:8]3[CH:14]=[CH:13][CH:12]=[CH:11][C:9]=32)[C:5]=1[C:15]#[N:16]. The yield is 0.640. (7) The reactants are [NH2:1][C:2]1[C:3]([O:33][CH3:34])=[C:4]([CH:30]=[CH:31][CH:32]=1)[C:5]([NH:7][C:8]1[C:13]([CH3:14])=[CH:12][C:11]([C:15]([F:27])([C:23]([F:26])([F:25])[F:24])[C:16]([F:22])([F:21])[C:17]([F:20])([F:19])[F:18])=[CH:10][C:9]=1[CH2:28][CH3:29])=[O:6].C(N(CC)CC)C.[C:42]([C:44]1[CH:52]=[CH:51][C:47]([C:48](O)=[O:49])=[CH:46][CH:45]=1)#[N:43].O=C1N([ClH]P([ClH]N2CCOC2=O)=O)CCO1. The catalyst is O1CCCC1. The product is [CH2:28]([C:9]1[CH:10]=[C:11]([C:15]([F:27])([C:23]([F:24])([F:25])[F:26])[C:16]([F:21])([F:22])[C:17]([F:20])([F:19])[F:18])[CH:12]=[C:13]([CH3:14])[C:8]=1[NH:7][C:5](=[O:6])[C:4]1[CH:30]=[CH:31][CH:32]=[C:2]([NH:1][C:48](=[O:49])[C:47]2[CH:51]=[CH:52][C:44]([C:42]#[N:43])=[CH:45][CH:46]=2)[C:3]=1[O:33][CH3:34])[CH3:29]. The yield is 0.930.